This data is from Reaction yield outcomes from USPTO patents with 853,638 reactions. The task is: Predict the reaction yield, written as a fraction of the theoretical maximum amount of product (1.0 means a 100% yield; for example, 0.34 means a 34% yield). (1) The reactants are [OH:1][C:2]1[CH:7]=[CH:6][C:5]([C:8]([C:11]2[CH:22]=[CH:21][C:14]([O:15][CH2:16][C@H:17]([OH:20])[CH2:18][OH:19])=[CH:13][CH:12]=2)([CH3:10])[CH3:9])=[CH:4][CH:3]=1.C(=O)([O-])[O-].[Cs+].[Cs+].CC1C=CC(S(O[CH2:40][C@@H:41]2[O:43][CH2:42]2)(=O)=O)=CC=1. The catalyst is C(#N)C. The product is [O:43]1[CH2:42][C@@H:41]1[CH2:40][O:1][C:2]1[CH:3]=[CH:4][C:5]([C:8]([C:11]2[CH:12]=[CH:13][C:14]([O:15][CH2:16][C@H:17]([OH:20])[CH2:18][OH:19])=[CH:21][CH:22]=2)([CH3:9])[CH3:10])=[CH:6][CH:7]=1. The yield is 0.910. (2) The reactants are CC(OC(/N=N/C(OC(C)C)=O)=O)C.[N+:15]([C:18]1[CH:19]=[N:20][NH:21][CH:22]=1)([O-:17])=[O:16].[Br:23][CH2:24][CH2:25][CH2:26]O.C1C=CC(P(C2C=CC=CC=2)C2C=CC=CC=2)=CC=1. The catalyst is C1COCC1. The product is [Br:23][CH2:24][CH2:25][CH2:26][N:20]1[CH:19]=[C:18]([N+:15]([O-:17])=[O:16])[CH:22]=[N:21]1. The yield is 0.440. (3) The reactants are Cl[Sb-](Cl)(Cl)(Cl)(Cl)Cl.ClOC(N(C)C)=[N+](C)C.[Cl:17][C:18]1[CH:19]=[N:20][CH:21]=[C:22]([Cl:36])[C:23]=1[S:24][C:25]1[S:29][C:28]([C:30]([OH:32])=O)=[CH:27][C:26]=1[N+:33]([O-:35])=[O:34].[CH:37]([NH2:40])([CH3:39])[CH3:38].C(N(CC)CC)C. The catalyst is ClCCl. The product is [Cl:36][C:22]1[CH:21]=[N:20][CH:19]=[C:18]([Cl:17])[C:23]=1[S:24][C:25]1[S:29][C:28]([C:30]([NH:40][CH:37]([CH3:39])[CH3:38])=[O:32])=[CH:27][C:26]=1[N+:33]([O-:35])=[O:34]. The yield is 0.490. (4) The reactants are OS(O)(=O)=O.[Cl:6][C:7]1[CH:8]=[C:9]([CH:12]=[CH:13][C:14]=1[N:15]1[CH2:20][CH2:19][N:18]([C:21]2[C:30]3[C:25](=[CH:26][CH:27]=[C:28]([N:31]([CH3:33])[CH3:32])[CH:29]=3)[N:24]=[C:23]([CH:34]3[CH2:36][CH2:35]3)[N:22]=2)[CH2:17][CH2:16]1)[C:10]#[N:11].C([O-])(O)=[O:38].[Na+]. No catalyst specified. The product is [Cl:6][C:7]1[CH:8]=[C:9]([CH:12]=[CH:13][C:14]=1[N:15]1[CH2:16][CH2:17][N:18]([C:21]2[C:30]3[C:25](=[CH:26][CH:27]=[C:28]([N:31]([CH3:33])[CH3:32])[CH:29]=3)[N:24]=[C:23]([CH:34]3[CH2:36][CH2:35]3)[N:22]=2)[CH2:19][CH2:20]1)[C:10]([NH2:11])=[O:38]. The yield is 0.320. (5) The yield is 0.926. The reactants are [CH3:1][O:2][C:3]([C:5]1[C:10](=[O:11])[N:9]([C:12]2[CH:17]=[CH:16][CH:15]=[C:14]([C:18]([F:21])([F:20])[F:19])[CH:13]=2)[C:8]([CH3:22])=[CH:7][N:6]=1)=[O:4].[Br:23]N1C(=O)CCC1=O.O. The product is [CH3:1][O:2][C:3]([C:5]1[C:10](=[O:11])[N:9]([C:12]2[CH:17]=[CH:16][CH:15]=[C:14]([C:18]([F:21])([F:19])[F:20])[CH:13]=2)[C:8]([CH3:22])=[C:7]([Br:23])[N:6]=1)=[O:4]. The catalyst is CN(C)C=O.